From a dataset of Peptide-MHC class I binding affinity with 185,985 pairs from IEDB/IMGT. Regression. Given a peptide amino acid sequence and an MHC pseudo amino acid sequence, predict their binding affinity value. This is MHC class I binding data. (1) The peptide sequence is FAMTVPLLI. The MHC is HLA-B39:01 with pseudo-sequence HLA-B39:01. The binding affinity (normalized) is 0.797. (2) The peptide sequence is CTLSEQLDY. The MHC is HLA-A26:01 with pseudo-sequence HLA-A26:01. The binding affinity (normalized) is 0.377. (3) The peptide sequence is RGRIGRTYL. The MHC is HLA-B15:17 with pseudo-sequence HLA-B15:17. The binding affinity (normalized) is 0.609. (4) The binding affinity (normalized) is 0.752. The MHC is HLA-A02:03 with pseudo-sequence HLA-A02:03. The peptide sequence is SMMSFSAAL. (5) The peptide sequence is ALAGNHWHV. The MHC is HLA-A24:02 with pseudo-sequence HLA-A24:02. The binding affinity (normalized) is 0.0847.